From a dataset of NCI-60 drug combinations with 297,098 pairs across 59 cell lines. Regression. Given two drug SMILES strings and cell line genomic features, predict the synergy score measuring deviation from expected non-interaction effect. (1) Drug 1: CCN(CC)CCCC(C)NC1=C2C=C(C=CC2=NC3=C1C=CC(=C3)Cl)OC. Drug 2: N.N.Cl[Pt+2]Cl. Cell line: RPMI-8226. Synergy scores: CSS=59.7, Synergy_ZIP=-0.00299, Synergy_Bliss=-1.42, Synergy_Loewe=-4.03, Synergy_HSA=2.94. (2) Drug 1: C1C(C(OC1N2C=NC(=NC2=O)N)CO)O. Drug 2: C(CN)CNCCSP(=O)(O)O. Cell line: SNB-19. Synergy scores: CSS=5.90, Synergy_ZIP=-2.05, Synergy_Bliss=-2.64, Synergy_Loewe=-62.6, Synergy_HSA=-5.95. (3) Drug 1: CC1=C2C(C(=O)C3(C(CC4C(C3C(C(C2(C)C)(CC1OC(=O)C(C(C5=CC=CC=C5)NC(=O)OC(C)(C)C)O)O)OC(=O)C6=CC=CC=C6)(CO4)OC(=O)C)OC)C)OC. Drug 2: CC=C1C(=O)NC(C(=O)OC2CC(=O)NC(C(=O)NC(CSSCCC=C2)C(=O)N1)C(C)C)C(C)C. Cell line: MDA-MB-435. Synergy scores: CSS=80.6, Synergy_ZIP=1.51, Synergy_Bliss=-0.151, Synergy_Loewe=-2.29, Synergy_HSA=2.26. (4) Drug 1: CCC(=C(C1=CC=CC=C1)C2=CC=C(C=C2)OCCN(C)C)C3=CC=CC=C3.C(C(=O)O)C(CC(=O)O)(C(=O)O)O. Drug 2: CN1C(=O)N2C=NC(=C2N=N1)C(=O)N. Cell line: SK-OV-3. Synergy scores: CSS=-0.929, Synergy_ZIP=0.780, Synergy_Bliss=0.706, Synergy_Loewe=-1.06, Synergy_HSA=-0.660. (5) Drug 1: CC12CCC3C(C1CCC2OP(=O)(O)O)CCC4=C3C=CC(=C4)OC(=O)N(CCCl)CCCl.[Na+]. Drug 2: CC1C(C(CC(O1)OC2CC(CC3=C2C(=C4C(=C3O)C(=O)C5=C(C4=O)C(=CC=C5)OC)O)(C(=O)CO)O)N)O.Cl. Cell line: HCC-2998. Synergy scores: CSS=45.3, Synergy_ZIP=4.53, Synergy_Bliss=7.53, Synergy_Loewe=-26.4, Synergy_HSA=7.49. (6) Drug 1: CC1C(C(CC(O1)OC2CC(CC3=C2C(=C4C(=C3O)C(=O)C5=CC=CC=C5C4=O)O)(C(=O)C)O)N)O. Drug 2: CC1C(C(CC(O1)OC2CC(CC3=C2C(=C4C(=C3O)C(=O)C5=C(C4=O)C(=CC=C5)OC)O)(C(=O)CO)O)N)O.Cl. Cell line: HS 578T. Synergy scores: CSS=44.2, Synergy_ZIP=-3.35, Synergy_Bliss=-0.588, Synergy_Loewe=4.39, Synergy_HSA=5.15.